From a dataset of Forward reaction prediction with 1.9M reactions from USPTO patents (1976-2016). Predict the product of the given reaction. (1) Given the reactants [CH2:1]([O:3][C:4]1[C:5]([NH:10][C:11]2[CH:24]=[C:23]3[C:14]([O:15][C:16]4[C:17]([F:33])=[CH:18][C:19]([O:31][CH3:32])=[CH:20][C:21]=4[C@:22]3([NH:28][C:29]#[N:30])[CH2:25][CH2:26][OH:27])=[CH:13][CH:12]=2)=[N:6][CH:7]=[CH:8][CH:9]=1)[CH3:2], predict the reaction product. The product is: [CH2:1]([O:3][C:4]1[C:5]([NH:10][C:11]2[CH:24]=[C:23]3[C:14]([O:15][C:16]4[C:17]([F:33])=[CH:18][C:19]([O:31][CH3:32])=[CH:20][C:21]=4[C@@:22]43[CH2:25][CH2:26][O:27][C:29]([NH2:30])=[N:28]4)=[CH:13][CH:12]=2)=[N:6][CH:7]=[CH:8][CH:9]=1)[CH3:2]. (2) Given the reactants Cl[C:2]1[CH:7]=[CH:6][C:5]([S:8]([NH2:11])(=[O:10])=[O:9])=[CH:4][C:3]=1[N+:12]([O-:14])=[O:13].Cl.Cl.[NH2:17][CH2:18][C:19]1([NH2:25])[CH2:24][CH2:23][O:22][CH2:21][CH2:20]1.C(N(CC)CC)C, predict the reaction product. The product is: [NH2:25][C:19]1([CH2:18][NH:17][C:2]2[CH:7]=[CH:6][C:5]([S:8]([NH2:11])(=[O:10])=[O:9])=[CH:4][C:3]=2[N+:12]([O-:14])=[O:13])[CH2:24][CH2:23][O:22][CH2:21][CH2:20]1.